This data is from Forward reaction prediction with 1.9M reactions from USPTO patents (1976-2016). The task is: Predict the product of the given reaction. (1) The product is: [Br:1][C:2]1[CH:3]=[C:4]([CH2:17][Cl:21])[C:5]([N:8]([CH:11]2[CH2:16][CH2:15][CH2:14][CH2:13][CH2:12]2)[CH2:9][CH3:10])=[N:6][CH:7]=1. Given the reactants [Br:1][C:2]1[CH:3]=[C:4]([CH2:17]O)[C:5]([N:8]([CH:11]2[CH2:16][CH2:15][CH2:14][CH2:13][CH2:12]2)[CH2:9][CH3:10])=[N:6][CH:7]=1.O=S(Cl)[Cl:21], predict the reaction product. (2) Given the reactants [CH3:1][O:2][C:3]1[CH:4]=[C:5]([CH2:9][C:10]([CH:12]2[C:17](=O)[CH2:16][CH2:15][N:14]([C:19]([O:21][C:22]([CH3:25])([CH3:24])[CH3:23])=[O:20])[CH2:13]2)=O)[CH:6]=[CH:7][CH:8]=1.[N+]([O-])(O)=O.[N+]([O-])(O)=O.[CH3:34][O:35][C:36]1[CH:37]=[C:38]([NH:48][C:49]([NH2:51])=[NH:50])[CH:39]=[CH:40][C:41]=1[N:42]1[CH:46]=[C:45]([CH3:47])[N:44]=[CH:43]1.C(=O)([O-])[O-].[K+].[K+].C(Cl)Cl, predict the reaction product. The product is: [CH3:34][O:35][C:36]1[CH:37]=[C:38]([NH:48][C:49]2[N:51]=[C:10]([CH2:9][C:5]3[CH:6]=[CH:7][CH:8]=[C:3]([O:2][CH3:1])[CH:4]=3)[C:12]3[CH2:13][N:14]([C:19]([O:21][C:22]([CH3:25])([CH3:24])[CH3:23])=[O:20])[CH2:15][CH2:16][C:17]=3[N:50]=2)[CH:39]=[CH:40][C:41]=1[N:42]1[CH:46]=[C:45]([CH3:47])[N:44]=[CH:43]1.